From a dataset of Full USPTO retrosynthesis dataset with 1.9M reactions from patents (1976-2016). Predict the reactants needed to synthesize the given product. Given the product [CH:38]([NH:37][C:36]([C:33]1[CH:34]=[CH:35][C:30]([C:27]2[CH:26]=[CH:25][C:24]([CH2:23][C@H:19]([NH:18][C:16]([C@H:13]3[CH2:14][CH2:15][C@H:10]([CH2:9][NH:8][C:6](=[O:7])[O:5][C:1]([CH3:4])([CH3:3])[CH3:2])[CH2:11][CH2:12]3)=[O:17])[C:20](=[O:21])[NH:43][C:44]3[CH:52]=[C:51]4[C:47]([C:48](=[O:53])[NH:49][NH:50]4)=[CH:46][CH:45]=3)=[CH:29][CH:28]=2)=[C:31]([CH3:42])[CH:32]=1)=[O:41])([CH3:39])[CH3:40], predict the reactants needed to synthesize it. The reactants are: [C:1]([O:5][C:6]([NH:8][CH2:9][C@H:10]1[CH2:15][CH2:14][C@H:13]([C:16]([NH:18][C@@H:19]([CH2:23][C:24]2[CH:29]=[CH:28][C:27]([C:30]3[CH:35]=[CH:34][C:33]([C:36](=[O:41])[NH:37][CH:38]([CH3:40])[CH3:39])=[CH:32][C:31]=3[CH3:42])=[CH:26][CH:25]=2)[C:20](O)=[O:21])=[O:17])[CH2:12][CH2:11]1)=[O:7])([CH3:4])([CH3:3])[CH3:2].[NH2:43][C:44]1[CH:52]=[C:51]2[C:47]([C:48](=[O:53])[NH:49][NH:50]2)=[CH:46][CH:45]=1.C(N(CC)C(C)C)(C)C.C(P1(=O)OP(=O)(CCC)OP(=O)(CCC)O1)CC.